From a dataset of Catalyst prediction with 721,799 reactions and 888 catalyst types from USPTO. Predict which catalyst facilitates the given reaction. (1) Reactant: [Cl:1][C:2]1[CH:3]=[N:4][N:5]([CH3:16])[C:6]=1[C:7]1[N:8]=[C:9]([C:12]([O:14]C)=O)[S:10][CH:11]=1.[NH2:17][C@@H:18]([CH2:31][C:32]1[CH:37]=[CH:36][CH:35]=[C:34]([F:38])[CH:33]=1)[CH2:19][N:20]1[C:28](=[O:29])[C:27]2[C:22](=[CH:23][CH:24]=[CH:25][CH:26]=2)[C:21]1=[O:30].C(N(CC)C(C)C)(C)C.F[P-](F)(F)(F)(F)F.Br[P+](N1CCCC1)(N1CCCC1)N1CCCC1. Product: [Cl:1][C:2]1[CH:3]=[N:4][N:5]([CH3:16])[C:6]=1[C:7]1[N:8]=[C:9]([C:12]([NH:17][C@@H:18]([CH2:31][C:32]2[CH:37]=[CH:36][CH:35]=[C:34]([F:38])[CH:33]=2)[CH2:19][N:20]2[C:28](=[O:29])[C:27]3[C:22](=[CH:23][CH:24]=[CH:25][CH:26]=3)[C:21]2=[O:30])=[O:14])[S:10][CH:11]=1. The catalyst class is: 2. (2) Reactant: [Br:1][C:2]1[CH:7]=[CH:6][C:5]([C:8]2[N:9]([C:18]3[CH:23]=[CH:22][C:21]([S:24]([CH3:27])(=[O:26])=[O:25])=[C:20]([F:28])[CH:19]=3)[CH2:10][C:11](O)([C:13]([F:16])([F:15])[F:14])[N:12]=2)=[CH:4][CH:3]=1.O.C1(C)C=CC(S(O)(=O)=O)=CC=1. Product: [Br:1][C:2]1[CH:7]=[CH:6][C:5]([C:8]2[N:9]([C:18]3[CH:23]=[CH:22][C:21]([S:24]([CH3:27])(=[O:25])=[O:26])=[C:20]([F:28])[CH:19]=3)[CH:10]=[C:11]([C:13]([F:15])([F:14])[F:16])[N:12]=2)=[CH:4][CH:3]=1. The catalyst class is: 11.